From a dataset of NCI-60 drug combinations with 297,098 pairs across 59 cell lines. Regression. Given two drug SMILES strings and cell line genomic features, predict the synergy score measuring deviation from expected non-interaction effect. (1) Drug 1: CC12CCC3C(C1CCC2=O)CC(=C)C4=CC(=O)C=CC34C. Drug 2: CC1CCC2CC(C(=CC=CC=CC(CC(C(=O)C(C(C(=CC(C(=O)CC(OC(=O)C3CCCCN3C(=O)C(=O)C1(O2)O)C(C)CC4CCC(C(C4)OC)OCCO)C)C)O)OC)C)C)C)OC. Cell line: IGROV1. Synergy scores: CSS=34.2, Synergy_ZIP=-2.65, Synergy_Bliss=-2.89, Synergy_Loewe=-2.46, Synergy_HSA=0.903. (2) Drug 1: C1=CN(C(=O)N=C1N)C2C(C(C(O2)CO)O)O.Cl. Drug 2: C1C(C(OC1N2C=NC3=C2NC=NCC3O)CO)O. Cell line: HCT-15. Synergy scores: CSS=32.5, Synergy_ZIP=5.04, Synergy_Bliss=9.02, Synergy_Loewe=1.87, Synergy_HSA=6.33.